Dataset: Forward reaction prediction with 1.9M reactions from USPTO patents (1976-2016). Task: Predict the product of the given reaction. (1) Given the reactants [N-:1]=[N+:2]=[N-:3].[Na+].Cl[CH2:6][C:7]1[CH:12]=[C:11]([OH:13])[C:10]([O:14][CH2:15][CH2:16][CH3:17])=[CH:9][N:8]=1, predict the reaction product. The product is: [N:1]([CH2:6][C:7]1[CH:12]=[C:11]([OH:13])[C:10]([O:14][CH2:15][CH2:16][CH3:17])=[CH:9][N:8]=1)=[N+:2]=[N-:3]. (2) The product is: [Cl:1][C:2]1[C:3]2[C:10]([I:11])=[CH:9][NH:8][C:4]=2[N:5]=[CH:6][N:7]=1. Given the reactants [Cl:1][C:2]1[C:3]2[CH:10]=[CH:9][NH:8][C:4]=2[N:5]=[CH:6][N:7]=1.[I:11]N1C(=O)CCC1=O.O, predict the reaction product. (3) The product is: [F:1][C:2]1[C:7]([NH:8][S:9]([CH2:12][CH2:13][CH3:14])(=[O:10])=[O:11])=[CH:6][CH:5]=[C:4]([F:24])[C:3]=1[NH:25][C:26]([C:28]1[S:29][N:30]=[C:31]2[C:36]([NH:37][CH2:38][CH3:39])=[N:35][CH:34]=[N:33][C:32]=12)=[O:27]. Given the reactants [F:1][C:2]1[C:7]([N:8](CC2C=CC(OC)=CC=2)[S:9]([CH2:12][CH2:13][CH3:14])(=[O:11])=[O:10])=[CH:6][CH:5]=[C:4]([F:24])[C:3]=1[NH:25][C:26]([C:28]1[S:29][N:30]=[C:31]2[C:36]([NH:37][CH2:38][CH3:39])=[N:35][CH:34]=[N:33][C:32]=12)=[O:27].FC(F)(F)C(O)=O, predict the reaction product. (4) Given the reactants [Cl:1][C:2]1[CH:7]=[C:6]([Cl:8])[CH:5]=[CH:4][C:3]=1[C:9]1[N:10]=[C:11](/[CH:16]=[CH:17]/[C:18]2[CH:23]=[CH:22][C:21]([OH:24])=[CH:20][CH:19]=2)[N:12]([CH2:14][CH3:15])[CH:13]=1.I[C:26]1[CH:36]=[CH:35][C:29]([C:30]([O:32]CC)=[O:31])=[CH:28][CH:27]=1, predict the reaction product. The product is: [Cl:1][C:2]1[CH:7]=[C:6]([Cl:8])[CH:5]=[CH:4][C:3]=1[C:9]1[N:10]=[C:11](/[CH:16]=[CH:17]/[C:18]2[CH:19]=[CH:20][C:21]([O:24][C:26]3[CH:36]=[CH:35][C:29]([C:30]([OH:32])=[O:31])=[CH:28][CH:27]=3)=[CH:22][CH:23]=2)[N:12]([CH2:14][CH3:15])[CH:13]=1. (5) Given the reactants [C:1]1([CH3:15])[CH:6]=[CH:5][CH:4]=[CH:3][C:2]=1[O:7][C:8]1[CH:13]=[CH:12][CH:11]=[CH:10][C:9]=1I.[Li]CCCC.CON(C)[C:24]([C@@H:26]1[CH2:31][CH2:30][CH2:29][N:28]([C:32]([O:34][C:35]([CH3:38])([CH3:37])[CH3:36])=[O:33])[CH2:27]1)=[O:25].[NH4+].[Cl-], predict the reaction product. The product is: [C:1]1([CH3:15])[CH:6]=[CH:5][CH:4]=[CH:3][C:2]=1[O:7][C:8]1[CH:13]=[CH:12][CH:11]=[CH:10][C:9]=1[C:24]([C@@H:26]1[CH2:31][CH2:30][CH2:29][N:28]([C:32]([O:34][C:35]([CH3:38])([CH3:37])[CH3:36])=[O:33])[CH2:27]1)=[O:25].